From a dataset of Reaction yield outcomes from USPTO patents with 853,638 reactions. Predict the reaction yield, written as a fraction of the theoretical maximum amount of product (1.0 means a 100% yield; for example, 0.34 means a 34% yield). (1) The product is [N:4]1[CH:5]=[CH:6][CH:7]=[C:2](/[CH:12]=[CH:11]/[CH2:10][CH:9]([OH:13])[CH3:8])[CH:3]=1. The reactants are Br[C:2]1[CH:3]=[N:4][CH:5]=[CH:6][CH:7]=1.[CH3:8][CH:9]([OH:13])[CH2:10][CH:11]=[CH2:12].C(N(CC)CC)C.C(#N)C. The catalyst is O.C([O-])(=O)C.[Pd+2].C([O-])(=O)C.C1(C)C=CC=CC=1P(C1C=CC=CC=1C)C1C=CC=CC=1C. The yield is 0.810. (2) The reactants are [Cl:1][C:2]1[CH:7]=[CH:6][C:5]([C:8](=O)[CH2:9][C:10](=O)[C:11]([F:14])([F:13])[F:12])=[CH:4][CH:3]=1.[NH2:17][C:18]1[N:19]=[CH:20][NH:21][C:22]=1[C:23]#[N:24]. No catalyst specified. The product is [Cl:1][C:2]1[CH:7]=[CH:6][C:5]([C:8]2[CH:9]=[C:10]([C:11]([F:14])([F:13])[F:12])[N:19]3[CH:20]=[N:21][C:22]([C:23]#[N:24])=[C:18]3[N:17]=2)=[CH:4][CH:3]=1. The yield is 0.380.